Dataset: Peptide-MHC class I binding affinity with 185,985 pairs from IEDB/IMGT. Task: Regression. Given a peptide amino acid sequence and an MHC pseudo amino acid sequence, predict their binding affinity value. This is MHC class I binding data. The peptide sequence is PHDPDFLVL. The MHC is HLA-B39:01 with pseudo-sequence HLA-B39:01. The binding affinity (normalized) is 0.185.